From a dataset of Peptide-MHC class I binding affinity with 185,985 pairs from IEDB/IMGT. Regression. Given a peptide amino acid sequence and an MHC pseudo amino acid sequence, predict their binding affinity value. This is MHC class I binding data. (1) The peptide sequence is GVYDYLVST. The MHC is HLA-A02:06 with pseudo-sequence HLA-A02:06. The binding affinity (normalized) is 0.813. (2) The peptide sequence is KEMGFSPRL. The binding affinity (normalized) is 0.230. The MHC is BoLA-D18.4 with pseudo-sequence BoLA-D18.4. (3) The peptide sequence is LSVIWMMWY. The MHC is HLA-A68:02 with pseudo-sequence HLA-A68:02. The binding affinity (normalized) is 0.0987. (4) The peptide sequence is KLSYGIATV. The MHC is HLA-A02:03 with pseudo-sequence HLA-A02:03. The binding affinity (normalized) is 0.992.